This data is from Full USPTO retrosynthesis dataset with 1.9M reactions from patents (1976-2016). The task is: Predict the reactants needed to synthesize the given product. (1) Given the product [F:17][CH:16]([F:18])[O:1][C:2]1[CH:7]=[CH:6][C:5]([C:8](=[O:10])[CH3:9])=[C:4]([CH3:11])[CH:3]=1, predict the reactants needed to synthesize it. The reactants are: [OH:1][C:2]1[CH:7]=[CH:6][C:5]([C:8](=[O:10])[CH3:9])=[C:4]([CH3:11])[CH:3]=1.O.[OH-].[Na+].Cl[CH:16]([F:18])[F:17]. (2) Given the product [C:25]1([CH2:31][O:32][C:33]([C:35]2([NH:41][C:22]([C:14]3[S:13][C:17]4[CH:18]=[CH:19][CH:20]=[CH:21][C:16]=4[CH:15]=3)=[O:24])[CH2:36][CH2:37][CH2:38][CH2:39][CH2:40]2)=[O:34])[CH:26]=[CH:27][CH:28]=[CH:29][CH:30]=1, predict the reactants needed to synthesize it. The reactants are: Cl.C(N=C=NCCCN(C)C)C.[S:13]1[C:17]2[CH:18]=[CH:19][CH:20]=[CH:21][C:16]=2[CH:15]=[C:14]1[C:22]([OH:24])=O.[C:25]1([CH2:31][O:32][C:33]([C:35]2([NH2:41])[CH2:40][CH2:39][CH2:38][CH2:37][CH2:36]2)=[O:34])[CH:30]=[CH:29][CH:28]=[CH:27][CH:26]=1.ON1C2C=CC=CC=2N=N1. (3) Given the product [C:15]([C:12]1[S:13][C:14]2[CH:5]([CH2:4][C:3]([OH:28])=[O:2])[CH2:6][O:7][C:8]3[CH:21]=[CH:20][C:19]([C:22]#[C:23][C:24]([OH:27])([CH3:26])[CH3:25])=[CH:18][C:9]=3[C:10]=2[N:11]=1)(=[O:17])[NH2:16], predict the reactants needed to synthesize it. The reactants are: C[O:2][C:3](=[O:28])[CH2:4][CH:5]1[C:14]2[S:13][C:12]([C:15](=[O:17])[NH2:16])=[N:11][C:10]=2[C:9]2[CH:18]=[C:19]([C:22]#[C:23][C:24]([OH:27])([CH3:26])[CH3:25])[CH:20]=[CH:21][C:8]=2[O:7][CH2:6]1.[Li+].[OH-]. (4) The reactants are: [CH3:1][C:2]([CH3:5])([O-:4])[CH3:3].[K+].[Cl:7][C:8]([Cl:12])([Cl:11])[C:9]#[N:10]. Given the product [Cl:7][C:8]([Cl:12])([Cl:11])[C:9](=[NH:10])[O:4][C:2]([CH3:5])([CH3:3])[CH3:1], predict the reactants needed to synthesize it. (5) Given the product [C:1]1([CH:7]2[CH2:8][CH2:9][N:10]([CH2:13][CH2:14][CH2:15][NH2:16])[CH2:11][CH2:12]2)[CH:2]=[CH:3][CH:4]=[CH:5][CH:6]=1, predict the reactants needed to synthesize it. The reactants are: [C:1]1([CH:7]2[CH2:12][CH2:11][N:10]([CH2:13][CH2:14][C:15]#[N:16])[CH2:9][CH2:8]2)[CH:6]=[CH:5][CH:4]=[CH:3][CH:2]=1.Cl.[OH-].[Na+]. (6) Given the product [N:8]1([CH2:7]/[CH:6]=[CH:5]/[C:4]([O:3][CH2:1][CH3:2])=[O:21])[CH2:13][CH2:12][NH:11][CH2:10][CH2:9]1, predict the reactants needed to synthesize it. The reactants are: [CH2:1]([O:3][C:4](=[O:21])/[CH:5]=[CH:6]/[CH2:7][N:8]1[CH2:13][CH2:12][N:11](C(OC(C)(C)C)=O)[CH2:10][CH2:9]1)[CH3:2]. (7) Given the product [Br:13][C:10]1[C:11]([F:12])=[C:2]2[C:3]([C:4]([OH:6])=[N:18][C:17]([CH2:16][Cl:15])=[N:1]2)=[CH:8][C:9]=1[Cl:14], predict the reactants needed to synthesize it. The reactants are: [NH2:1][C:2]1[C:11]([F:12])=[C:10]([Br:13])[C:9]([Cl:14])=[CH:8][C:3]=1[C:4]([O:6]C)=O.[Cl:15][CH2:16][C:17]#[N:18].